Task: Predict the product of the given reaction.. Dataset: Forward reaction prediction with 1.9M reactions from USPTO patents (1976-2016) Given the reactants [NH2:1][CH2:2][CH2:3][OH:4].[Cl:5][C:6]1[C:11]([CH:12]=O)=[C:10]([NH:14][CH2:15][C:16]2[CH:21]=[CH:20][C:19]([Cl:22])=[CH:18][C:17]=2[Cl:23])[N:9]=[C:8]([S:24][CH3:25])[N:7]=1.C(O[BH-](OC(=O)C)OC(=O)C)(=O)C.[Na+].C(=O)(O)[O-].[Na+], predict the reaction product. The product is: [Cl:5][C:6]1[C:11]([CH2:12][NH:1][CH2:2][CH2:3][OH:4])=[C:10]([NH:14][CH2:15][C:16]2[CH:21]=[CH:20][C:19]([Cl:22])=[CH:18][C:17]=2[Cl:23])[N:9]=[C:8]([S:24][CH3:25])[N:7]=1.